This data is from Reaction yield outcomes from USPTO patents with 853,638 reactions. The task is: Predict the reaction yield, written as a fraction of the theoretical maximum amount of product (1.0 means a 100% yield; for example, 0.34 means a 34% yield). (1) No catalyst specified. The reactants are [NH2:1][C:2]1[CH:10]=[C:9]([C:11]([F:14])([F:13])[F:12])[CH:8]=[CH:7][C:3]=1[C:4]([OH:6])=[O:5].Cl.[CH3:16]O. The product is [NH2:1][C:2]1[CH:10]=[C:9]([C:11]([F:12])([F:13])[F:14])[CH:8]=[CH:7][C:3]=1[C:4]([O:6][CH3:16])=[O:5]. The yield is 0.750. (2) The catalyst is ClCCl. The product is [CH3:8][NH:9][C:10]1[CH:15]=[CH:14][N:13]=[C:12]([C:16]2[CH:17]=[CH:18][C:19]([CH2:22][CH2:23][C:24]([O:26][CH2:27][CH3:28])=[O:25])=[CH:20][CH:21]=2)[CH:11]=1. The yield is 0.880. The reactants are C(OC([CH2:8][NH:9][C:10]1[CH:15]=[CH:14][N:13]=[C:12]([C:16]2[CH:21]=[CH:20][C:19]([CH2:22][CH2:23][C:24]([O:26][CH2:27][CH3:28])=[O:25])=[CH:18][CH:17]=2)[CH:11]=1)=O)(C)(C)C.FC(F)(F)C(O)=O.C(=O)([O-])O.[Na+].